The task is: Predict the product of the given reaction.. This data is from Forward reaction prediction with 1.9M reactions from USPTO patents (1976-2016). Given the reactants [CH2:1]([Si:3]([C:8]#[C:9][C@:10]1([CH2:31][O:32][CH2:33][C:34]2[CH:39]=[CH:38][CH:37]=[CH:36][CH:35]=2)[O:18][CH:13](OC(=O)C)[C@H:12]([O:19][C:20](=[O:22])[CH3:21])[C@@H:11]1[O:23][CH2:24][C:25]1[CH:30]=[CH:29][CH:28]=[CH:27][CH:26]=1)([CH2:6][CH3:7])[CH2:4][CH3:5])[CH3:2].[F:40][C:41]1[C:42](=[O:48])[NH:43][C:44](=[O:47])[NH:45][CH:46]=1.C/C(/O[Si](C)(C)C)=N\[Si](C)(C)C.FC(F)(F)S(O[Si](C)(C)C)(=O)=O.C(=O)([O-])O.[Na+], predict the reaction product. The product is: [C:20]([O:19][C@@H:12]1[C@H:31]([O:32][CH2:33][C:34]2[CH:39]=[CH:38][CH:37]=[CH:36][CH:35]=2)[C@@:10]([C:9]#[C:8][Si:3]([CH2:6][CH3:7])([CH2:4][CH3:5])[CH2:1][CH3:2])([CH2:11][O:23][CH2:24][C:25]2[CH:30]=[CH:29][CH:28]=[CH:27][CH:26]=2)[O:18][C@H:13]1[N:45]1[CH:46]=[C:41]([F:40])[C:42](=[O:48])[NH:43][C:44]1=[O:47])(=[O:22])[CH3:21].